Dataset: HIV replication inhibition screening data with 41,000+ compounds from the AIDS Antiviral Screen. Task: Binary Classification. Given a drug SMILES string, predict its activity (active/inactive) in a high-throughput screening assay against a specified biological target. (1) The drug is COC(=O)C1CCC(=O)N1C(c1cc(OC)c(OC)c(OC)c1)c1cccc2ccccc12. The result is 0 (inactive). (2) The compound is Cc1cnc2sn(-c3ccc([N+](=O)[O-])cc3)c(=O)c2c1. The result is 1 (active). (3) The compound is O=C1NS(=O)(=O)c2cc(Cl)ccc21. The result is 0 (inactive). (4) The drug is O=C(C=Cc1cc(F)ccc1F)OCCc1ccccc1. The result is 0 (inactive). (5) The drug is O=C1C[N+]23CCO[Fe-4]245(O1)OC(=O)C[N+]4(CC3)CC(=O)O5. The result is 0 (inactive). (6) The drug is CC(=O)OCCC(O[Si](c1ccccc1)(c1ccccc1)C(C)(C)C)C(C)(C)O. The result is 0 (inactive). (7) The molecule is O=C(O)c1ccccc1SCc1cccc2c(=O)c3ccc(Cl)cc3oc12. The result is 0 (inactive). (8) The drug is COCc1cn(C2CCC(CO)O2)c(=O)[nH]c1=N. The result is 0 (inactive). (9) The drug is Cc1ccc(S(=O)(=O)O)cc1.c1ccc2[nH]c3[nH]c4[nH]c5ccccc5[nH]c4[nH]c3[nH]c2c1. The result is 0 (inactive).